This data is from Reaction yield outcomes from USPTO patents with 853,638 reactions. The task is: Predict the reaction yield, written as a fraction of the theoretical maximum amount of product (1.0 means a 100% yield; for example, 0.34 means a 34% yield). The reactants are [CH3:1][C:2]([C:4]1[CH:9]=[CH:8][C:7]([OH:10])=[C:6]([O:11][CH3:12])[CH:5]=1)=[O:3].[CH2:13](Br)[C:14]1[CH:19]=[CH:18][CH:17]=[CH:16][CH:15]=1.C(=O)([O-])[O-].[K+].[K+]. The catalyst is CN(C=O)C. The product is [CH2:13]([O:10][C:7]1[CH:8]=[CH:9][C:4]([C:2](=[O:3])[CH3:1])=[CH:5][C:6]=1[O:11][CH3:12])[C:14]1[CH:19]=[CH:18][CH:17]=[CH:16][CH:15]=1. The yield is 0.990.